Dataset: Reaction yield outcomes from USPTO patents with 853,638 reactions. Task: Predict the reaction yield, written as a fraction of the theoretical maximum amount of product (1.0 means a 100% yield; for example, 0.34 means a 34% yield). (1) The catalyst is CO. The reactants are [F:1][C:2]1[C:11]([CH:12]([CH2:17][N:18]2[CH2:22][CH2:21][C@H:20]([CH2:23][NH:24]C(=O)C(F)(F)F)[CH2:19]2)[C:13]([O:15][CH3:16])=[O:14])=[C:10]2[C:5]([CH:6]=[CH:7][C:8]([O:31][CH3:32])=[N:9]2)=[CH:4][CH:3]=1.C(=O)([O-])[O-].[K+].[K+].O. The product is [NH2:24][CH2:23][C@H:20]1[CH2:21][CH2:22][N:18]([CH2:17][CH:12]([C:11]2[C:2]([F:1])=[CH:3][CH:4]=[C:5]3[C:10]=2[N:9]=[C:8]([O:31][CH3:32])[CH:7]=[CH:6]3)[C:13]([O:15][CH3:16])=[O:14])[CH2:19]1. The yield is 0.820. (2) The reactants are [CH3:1][N:2]1[C:6]([OH:7])=[CH:5][C:4]([C:8]([F:11])([F:10])[F:9])=[N:3]1.[O:12](S(C(F)(F)F)(=O)=O)[S:13]([C:16]([F:19])([F:18])[F:17])(=O)=[O:14].O. The catalyst is C(Cl)Cl. The product is [CH3:1][N:2]1[C:6]([O:7][S:13]([C:16]([F:19])([F:18])[F:17])(=[O:14])=[O:12])=[CH:5][C:4]([C:8]([F:9])([F:10])[F:11])=[N:3]1. The yield is 0.800. (3) The reactants are [I:1][C:2]1[CH:15]=[CH:14][C:5]([C:6]([CH2:8][C:9]([O:11]CC)=O)=O)=[CH:4][CH:3]=1.[NH:16]([C:18]1[N:23]=[CH:22][CH:21]=[CH:20][N:19]=1)[NH2:17]. The catalyst is C(O)C. The product is [I:1][C:2]1[CH:3]=[CH:4][C:5]([C:6]2[CH:8]=[C:9]([OH:11])[N:16]([C:18]3[N:23]=[CH:22][CH:21]=[CH:20][N:19]=3)[N:17]=2)=[CH:14][CH:15]=1. The yield is 0.490. (4) The reactants are [NH2:1][C:2]1[N:7]=[C:6]([NH2:8])[C:5]([O:9][C:10]2[C:11]([CH:21]([CH3:23])[CH3:22])=[CH:12][C:13]([O:19][CH3:20])=[C:14]([CH:18]=2)[C:15]([NH2:17])=O)=[CH:4][N:3]=1.COC1C=CC(P2(SP(C3C=CC(OC)=CC=3)(=S)S2)=[S:33])=CC=1. The catalyst is C1COCC1. The product is [NH2:1][C:2]1[N:7]=[C:6]([NH2:8])[C:5]([O:9][C:10]2[C:11]([CH:21]([CH3:23])[CH3:22])=[CH:12][C:13]([O:19][CH3:20])=[C:14]([CH:18]=2)[C:15]([NH2:17])=[S:33])=[CH:4][N:3]=1. The yield is 0.760. (5) The product is [C:2]([C:3]1[NH:12][C:6]2[C:5]([CH:4]=1)=[C:10]([F:11])[CH:9]=[CH:8][CH:7]=2)([CH3:19])([CH3:18])[CH3:1]. The catalyst is CN(C=O)C. The yield is 0.970. The reactants are [CH3:1][C:2]([CH3:19])([CH3:18])[C:3]#[C:4][C:5]1[C:10]([F:11])=[CH:9][CH:8]=[CH:7][C:6]=1[NH:12]C(=O)CCC.CC([O-])(C)C.[K+].O. (6) The reactants are [C:1]([O:4][CH:5]([CH2:7][CH2:8][CH2:9][O:10]CC1C=CC=CC=1)[CH3:6])(=[O:3])[CH3:2].[H][H]. The catalyst is CO.[Pd]. The product is [C:1]([O:4][CH:5]([CH2:7][CH2:8][CH2:9][OH:10])[CH3:6])(=[O:3])[CH3:2]. The yield is 0.870. (7) The reactants are [CH2:1]([N:19]([CH2:46][CH2:47][CH2:48][CH2:49][CH2:50][CH2:51][CH2:52][CH2:53][CH2:54][CH2:55][CH2:56][CH2:57][CH2:58][CH2:59][CH2:60][CH2:61][CH2:62][CH3:63])[C:20](=[O:45])[CH2:21][CH2:22][CH:23]([CH:25]1[C:41]2([CH3:42])[CH:28]([CH:29]3[CH:38]([CH2:39][CH2:40]2)[C:37]2([CH3:43])[CH:32]([CH2:33][CH:34]([OH:44])[CH2:35][CH2:36]2)[CH2:31][CH2:30]3)[CH2:27][CH2:26]1)[CH3:24])[CH2:2][CH2:3][CH2:4][CH2:5][CH2:6][CH2:7][CH2:8][CH2:9][CH2:10][CH2:11][CH2:12][CH2:13][CH2:14][CH2:15][CH2:16][CH2:17][CH3:18].[C:64](=O)([O:73]N1C(=O)CCC1=O)[O:65][N:66]1[C:70](=[O:71])[CH2:69][CH2:68][C:67]1=[O:72].C(N(CC)CC)C.C(#N)C. The product is [O:72]=[C:67]1[CH2:68][CH2:69][C:70](=[O:71])[N:66]1[O:65][C:64](=[O:73])[O:44][CH:34]1[CH2:33][CH:32]2[C:37]([CH3:43])([CH:38]3[CH:29]([CH2:30][CH2:31]2)[CH:28]2[C:41]([CH3:42])([CH:25]([CH:23]([CH3:24])[CH2:22][CH2:21][C:20](=[O:45])[N:19]([CH2:1][CH2:2][CH2:3][CH2:4][CH2:5][CH2:6][CH2:7][CH2:8][CH2:9][CH2:10][CH2:11][CH2:12][CH2:13][CH2:14][CH2:15][CH2:16][CH2:17][CH3:18])[CH2:46][CH2:47][CH2:48][CH2:49][CH2:50][CH2:51][CH2:52][CH2:53][CH2:54][CH2:55][CH2:56][CH2:57][CH2:58][CH2:59][CH2:60][CH2:61][CH2:62][CH3:63])[CH2:26][CH2:27]2)[CH2:40][CH2:39]3)[CH2:36][CH2:35]1. The catalyst is ClCCl. The yield is 0.710. (8) The reactants are [CH3:1][C:2]1[CH:7]=[CH:6][C:5]([S:8]([O:11][CH2:12][CH:13]2[CH2:17][C:16]3[CH:18]=[C:19]([F:23])[CH:20]=[C:21](Br)[C:15]=3[O:14]2)(=[O:10])=[O:9])=[CH:4][CH:3]=1.[F:24][C:25]([F:36])([F:35])[C:26]1[CH:31]=[CH:30][CH:29]=[CH:28][C:27]=1B(O)O.C(=O)([O-])[O-].[K+].[K+].CC1C=CC(S(OCC2CC3C(C4C=CC=CC=4)=CC=CC=3O2)(=O)=O)=CC=1. The catalyst is CC1C=CC=CC=1[P](C1C=CC=CC=1C)([Pd](Cl)(Cl)[P](C1=C(C)C=CC=C1)(C1C=CC=CC=1C)C1C=CC=CC=1C)C1C=CC=CC=1C. The product is [CH3:1][C:2]1[CH:7]=[CH:6][C:5]([S:8]([O:11][CH2:12][CH:13]2[CH2:17][C:16]3[CH:18]=[C:19]([F:23])[CH:20]=[C:21]([C:27]4[CH:28]=[CH:29][CH:30]=[CH:31][C:26]=4[C:25]([F:36])([F:35])[F:24])[C:15]=3[O:14]2)(=[O:10])=[O:9])=[CH:4][CH:3]=1. The yield is 0.930. (9) The reactants are [CH3:1][N:2]([CH3:14])[CH2:3][CH2:4][O:5][C:6]1[CH:7]=[C:8]([CH:11]=[CH:12][CH:13]=1)[CH:9]=O.[CH3:15][C:16]1[CH:21]=[CH:20][C:19]([CH3:22])=[CH:18][C:17]=1[OH:23].Cl. The catalyst is CO. The product is [CH3:22][C:19]1[CH:18]=[C:17]([OH:23])[C:16]([CH3:15])=[CH:21][C:20]=1[CH:9]([C:20]1[CH:21]=[C:16]([CH3:15])[C:17]([OH:23])=[CH:18][C:19]=1[CH3:22])[C:8]1[CH:11]=[CH:12][CH:13]=[C:6]([O:5][CH2:4][CH2:3][N:2]([CH3:14])[CH3:1])[CH:7]=1. The yield is 0.405. (10) The reactants are C(OC([N:8]1[CH2:13][CH2:12][CH:11]([N:14]2[C:18](=[O:19])[CH:17]3[CH:20]([C:25]([OH:27])=[O:26])[CH:21]4O[C:16]3([CH:23]=[CH:22]4)[CH:15]2[CH3:28])[CH2:10][CH2:9]1)=O)(C)(C)C. The catalyst is Cl. The product is [CH3:28][CH:15]1[C:16]2[CH:23]=[CH:22][CH:21]=[C:20]([C:25]([OH:27])=[O:26])[C:17]=2[C:18](=[O:19])[N:14]1[CH:11]1[CH2:12][CH2:13][NH:8][CH2:9][CH2:10]1. The yield is 0.820.